From a dataset of Reaction yield outcomes from USPTO patents with 853,638 reactions. Predict the reaction yield, written as a fraction of the theoretical maximum amount of product (1.0 means a 100% yield; for example, 0.34 means a 34% yield). The reactants are C([O:4][CH2:5][C:6]1[C:7]([N:32]2[N:41]=[CH:40][C:39]3[C:34](=[C:35]([F:46])[CH:36]=[C:37]([C:42]([CH3:45])([CH3:44])[CH3:43])[CH:38]=3)[C:33]2=[O:47])=[N:8][CH:9]=[CH:10][C:11]=1[C:12]1[CH:17]=[C:16]([NH:18][C:19]2[CH:24]=[CH:23][C:22]([N:25]3[CH2:28][CH:27]([OH:29])[CH2:26]3)=[CH:21][N:20]=2)[C:15](=[O:30])[N:14]([CH3:31])[CH:13]=1)(=O)C.[OH-].[Li+]. The catalyst is C(O)(C)C.C1COCC1.O. The product is [C:42]([C:37]1[CH:38]=[C:39]2[C:34](=[C:35]([F:46])[CH:36]=1)[C:33](=[O:47])[N:32]([C:7]1[C:6]([CH2:5][OH:4])=[C:11]([C:12]3[CH:17]=[C:16]([NH:18][C:19]4[CH:24]=[CH:23][C:22]([N:25]5[CH2:28][CH:27]([OH:29])[CH2:26]5)=[CH:21][N:20]=4)[C:15](=[O:30])[N:14]([CH3:31])[CH:13]=3)[CH:10]=[CH:9][N:8]=1)[N:41]=[CH:40]2)([CH3:45])([CH3:43])[CH3:44]. The yield is 0.310.